Dataset: Full USPTO retrosynthesis dataset with 1.9M reactions from patents (1976-2016). Task: Predict the reactants needed to synthesize the given product. (1) Given the product [NH2:13][C:14]1[C:22]([N+:23]([O-:25])=[O:24])=[CH:21][C:20]([Br:26])=[CH:19][C:15]=1[C:16]([N:30]([O:29][CH3:28])[CH3:31])=[O:17], predict the reactants needed to synthesize it. The reactants are: C(N1C=CN=C1)(N1C=CN=C1)=O.[NH2:13][C:14]1[C:22]([N+:23]([O-:25])=[O:24])=[CH:21][C:20]([Br:26])=[CH:19][C:15]=1[C:16](O)=[O:17].Cl.[CH3:28][O:29][NH:30][CH3:31].O. (2) Given the product [Cl:1][C:2]1[CH:7]=[C:6]([NH:8][C:9]2[CH:14]=[CH:13][CH:12]=[C:15]([F:16])[CH:10]=2)[CH:5]=[CH:4][C:3]=1[C:19]([C:21]1[CH:26]=[C:25]([N+:27]([O-:29])=[O:28])[CH:24]=[CH:23][C:22]=1[CH3:30])=[O:20], predict the reactants needed to synthesize it. The reactants are: [Cl:1][C:2]1[CH:7]=[C:6]([NH:8][C:9]2[CH:14]=[CH:13][C:12]([C:15](F)(F)[F:16])=C[CH:10]=2)[CH:5]=[CH:4][C:3]=1[C:19]([C:21]1[CH:26]=[C:25]([N+:27]([O-:29])=[O:28])[CH:24]=[CH:23][C:22]=1[CH3:30])=[O:20].BrC1C=CC(C(C2C=C([N+]([O-])=O)C=CC=2C)=O)=C(Cl)C=1.FC1C=C(N)C=CC=1. (3) Given the product [CH3:20][O:21][C:22]1[CH:27]=[C:26]([C:2]2[N:10]3[C:5]([C:6]([NH2:11])=[N:7][CH:8]=[N:9]3)=[CH:4][C:3]=2[CH2:12][CH2:13][CH2:14][N:15]2[CH2:19][CH2:18][CH2:17][CH2:16]2)[CH:25]=[CH:24][CH:23]=1, predict the reactants needed to synthesize it. The reactants are: Br[C:2]1[N:10]2[C:5]([C:6]([NH2:11])=[N:7][CH:8]=[N:9]2)=[CH:4][C:3]=1[CH2:12][CH2:13][CH2:14][N:15]1[CH2:19][CH2:18][CH2:17][CH2:16]1.[CH3:20][O:21][C:22]1[CH:23]=[C:24](B(O)O)[CH:25]=[CH:26][CH:27]=1.P([O-])([O-])([O-])=O.[K+].[K+].[K+]. (4) Given the product [C:8]([O:12][C:13]([NH:15][S:16]([NH:28][C:29]1[CH:30]=[C:31]([CH:53]=[CH:54][CH:55]=1)[CH2:32][C:33]1[C:34](=[O:52])[O:35][C:36]2[CH:44]=[C:43]([O:45][C:46](=[O:50])[N:47]([CH3:49])[CH3:48])[C:42]([Cl:51])=[CH:41][C:37]=2[C:38]=1[CH2:39][F:40])(=[O:18])=[O:17])=[O:14])([CH3:11])([CH3:9])[CH3:10], predict the reactants needed to synthesize it. The reactants are: C(N(CC)CC)C.[C:8]([O:12][C:13]([N-:15][S:16](N1C=CC(=[N+](C)C)C=C1)(=[O:18])=[O:17])=[O:14])([CH3:11])([CH3:10])[CH3:9].[NH2:28][C:29]1[CH:30]=[C:31]([CH:53]=[CH:54][CH:55]=1)[CH2:32][C:33]1[C:34](=[O:52])[O:35][C:36]2[CH:44]=[C:43]([O:45][C:46](=[O:50])[N:47]([CH3:49])[CH3:48])[C:42]([Cl:51])=[CH:41][C:37]=2[C:38]=1[CH2:39][F:40].O.